This data is from Full USPTO retrosynthesis dataset with 1.9M reactions from patents (1976-2016). The task is: Predict the reactants needed to synthesize the given product. (1) Given the product [Cl:1][C:2]1[N:7]=[C:6]([NH:10][C:11]2[CH:12]=[N:13][C:14]([O:17][CH3:18])=[CH:15][CH:16]=2)[C:5]([F:9])=[CH:4][N:3]=1, predict the reactants needed to synthesize it. The reactants are: [Cl:1][C:2]1[N:7]=[C:6](Cl)[C:5]([F:9])=[CH:4][N:3]=1.[NH2:10][C:11]1[CH:12]=[N:13][C:14]([O:17][CH3:18])=[CH:15][CH:16]=1. (2) Given the product [CH3:21][N:22]([CH3:26])[C:23]([O:12][C:8]1[CH:9]=[C:10]([CH3:11])[C:5]2[CH:4]([CH2:13][C:14]([O:16][CH2:17][CH3:18])=[O:15])[O:3][B:2]([OH:1])[C:6]=2[CH:7]=1)=[O:24], predict the reactants needed to synthesize it. The reactants are: [OH:1][B:2]1[C:6]2[CH:7]=[C:8]([OH:12])[CH:9]=[C:10]([CH3:11])[C:5]=2[CH:4]([CH2:13][C:14]([O:16][CH2:17][CH3:18])=[O:15])[O:3]1.[H-].[Na+].[CH3:21][N:22]([CH3:26])[C:23](Cl)=[O:24]. (3) Given the product [CH2:7]([O:9][C:10](=[N:12][O:13][C:15]1[CH:20]=[CH:19][CH:18]=[CH:17][C:16]=1[C:21]([F:24])([F:23])[F:22])[CH3:11])[CH3:8], predict the reactants needed to synthesize it. The reactants are: C(O[K])(C)(C)C.[CH2:7]([O:9][C:10](=[N:12][OH:13])[CH3:11])[CH3:8].F[C:15]1[CH:20]=[CH:19][CH:18]=[CH:17][C:16]=1[C:21]([F:24])([F:23])[F:22]. (4) Given the product [NH2:45][C:46]1[N:50]([C@@H:51]2[CH2:56][CH2:55][CH2:54][N:53]([C:41](=[O:42])/[CH:40]=[CH:39]/[CH:38]([F:44])[F:37])[CH2:52]2)[N:49]=[C:48]([C:57]2[CH:62]=[CH:61][C:60]([O:63][C:64]3[CH:69]=[CH:68][CH:67]=[C:66]([C:70]([F:73])([F:72])[F:71])[N:65]=3)=[CH:59][CH:58]=2)[C:47]=1[C:74]([NH2:76])=[O:75], predict the reactants needed to synthesize it. The reactants are: F[P-](F)(F)(F)(F)F.N1(O[P+](N(C)C)(N(C)C)N(C)C)C2C=CC=CC=2N=N1.C(N(CC)C(C)C)(C)C.[F:37][CH:38]([F:44])/[CH:39]=[CH:40]/[C:41](O)=[O:42].[NH2:45][C:46]1[N:50]([C@@H:51]2[CH2:56][CH2:55][CH2:54][NH:53][CH2:52]2)[N:49]=[C:48]([C:57]2[CH:62]=[CH:61][C:60]([O:63][C:64]3[CH:69]=[CH:68][CH:67]=[C:66]([C:70]([F:73])([F:72])[F:71])[N:65]=3)=[CH:59][CH:58]=2)[C:47]=1[C:74]([NH2:76])=[O:75]. (5) Given the product [CH3:9][S:8][C:6]1[N:5]=[C:4]([OH:10])[C:3]2[CH:12]=[CH:11][NH:1][C:2]=2[N:7]=1, predict the reactants needed to synthesize it. The reactants are: [NH2:1][C:2]1[N:7]=[C:6]([S:8][CH3:9])[N:5]=[C:4]([OH:10])[CH:3]=1.[C:11]([O-])(=O)[CH3:12].[Na+].ClCC=O.O. (6) Given the product [C:42]1([P:48]([C:49]2[CH:58]=[C:57]([C:59](=[O:88])[NH:60][CH2:61][CH2:62][CH2:63][CH2:64][CH2:65][CH2:66][NH:67][C:68](=[O:87])/[CH:69]=[CH:70]/[C:71]3[C:72](=[O:86])[NH:73][C:74](=[O:85])[N:75]([C@H:77]4[CH2:81][C@H:80]([OH:82])[C@@H:79]([CH2:83][OH:84])[O:78]4)[CH:76]=3)[CH:56]=[CH:55][C:50]=2[C:51](=[O:53])[NH:1][CH2:4][CH2:5][O:6][CH2:7][CH2:8][O:9][CH2:10][CH2:11][O:12][CH2:13][CH2:14][O:15][NH:16][C:17]([C:19]2[CH:28]=[C:27]([C:29]([OH:31])=[O:30])[C:26]3[C:25]4[NH:32][C:33]([C:35]([OH:37])=[O:36])=[CH:34][C:24]=4[C:23](=[O:38])[C:22](=[O:39])[C:21]=3[N:20]=2)=[O:18])([C:89]2[CH:90]=[CH:91][CH:92]=[CH:93][CH:94]=2)=[O:41])[CH:43]=[CH:44][CH:45]=[CH:46][CH:47]=1, predict the reactants needed to synthesize it. The reactants are: [N:1]([CH2:4][CH2:5][O:6][CH2:7][CH2:8][O:9][CH2:10][CH2:11][O:12][CH2:13][CH2:14][O:15][NH:16][C:17]([C:19]1[CH:28]=[C:27]([C:29]([OH:31])=[O:30])[C:26]2[C:25]3[NH:32][C:33]([C:35]([OH:37])=[O:36])=[CH:34][C:24]=3[C:23](=[O:38])[C:22](=[O:39])[C:21]=2[N:20]=1)=[O:18])=[N+]=[N-].[Li+].[OH-:41].[C:42]1([P:48]([C:89]2[CH:94]=[CH:93][CH:92]=[CH:91][CH:90]=2)[C:49]2[CH:58]=[C:57]([C:59](=[O:88])[NH:60][CH2:61][CH2:62][CH2:63][CH2:64][CH2:65][CH2:66][NH:67][C:68](=[O:87])/[CH:69]=[CH:70]/[C:71]3[C:72](=[O:86])[NH:73][C:74](=[O:85])[N:75]([C@H:77]4[CH2:81][C@H:80]([OH:82])[C@@H:79]([CH2:83][OH:84])[O:78]4)[CH:76]=3)[CH:56]=[CH:55][C:50]=2[C:51]([O:53]C)=O)[CH:47]=[CH:46][CH:45]=[CH:44][CH:43]=1.